Dataset: Reaction yield outcomes from USPTO patents with 853,638 reactions. Task: Predict the reaction yield, written as a fraction of the theoretical maximum amount of product (1.0 means a 100% yield; for example, 0.34 means a 34% yield). (1) The reactants are C([Li])CCC.C(NC(C)C)(C)C.[C:13]([C:16]1[C:24]2[C:19](=[CH:20][CH:21]=[CH:22][CH:23]=2)[N:18]([CH3:25])[CH:17]=1)(=[O:15])[CH3:14].[N:26]1[CH:31]=[CH:30][C:29]([CH:32]=[O:33])=[CH:28][CH:27]=1.Cl[Si:35]([CH3:38])([CH3:37])[CH3:36]. The catalyst is C1COCC1. The product is [CH3:25][N:18]1[C:19]2[C:24](=[CH:23][CH:22]=[CH:21][CH:20]=2)[C:16]([C:13](=[O:15])[CH2:14][CH:32]([C:29]2[CH:30]=[CH:31][N:26]=[CH:27][CH:28]=2)[O:33][Si:35]([CH3:38])([CH3:37])[CH3:36])=[CH:17]1. The yield is 0.510. (2) The reactants are [N+:1]([C:4]1[CH:9]=[CH:8][C:7]([CH2:10][CH2:11][C:12]([OH:14])=O)=[CH:6][CH:5]=1)([O-:3])=[O:2].C[N:16](C)C=O.C(Cl)(=O)C(Cl)=O. The catalyst is O1CCCC1. The product is [N+:1]([C:4]1[CH:9]=[CH:8][C:7]([CH2:10][CH2:11][C:12]([NH2:16])=[O:14])=[CH:6][CH:5]=1)([O-:3])=[O:2]. The yield is 0.880. (3) The reactants are [Cl:1][C:2]1[N:7]=[C:6](Cl)[C:5]([CH3:9])=[CH:4][N:3]=1.CCN(C(C)C)C(C)C.[C:19]([O:23][C:24](=[O:33])[NH:25][C@H:26]1[CH2:31][CH2:30][C@@H:29]([NH2:32])[CH2:28][CH2:27]1)([CH3:22])([CH3:21])[CH3:20]. The catalyst is CC(O)C. The product is [C:19]([O:23][C:24](=[O:33])[NH:25][C@H:26]1[CH2:27][CH2:28][C@@H:29]([NH:32][C:6]2[C:5]([CH3:9])=[CH:4][N:3]=[C:2]([Cl:1])[N:7]=2)[CH2:30][CH2:31]1)([CH3:22])([CH3:20])[CH3:21]. The yield is 0.790. (4) The reactants are [F:1][C:2]1[CH:3]=[C:4]([CH:54]=[C:55]([F:57])[CH:56]=1)[C:5]([C:7]1[CH:8]=[C:9]2[C:13](=[CH:14][CH:15]=1)[N:12](C(C1C=CC=CC=1)(C1C=CC=CC=1)C1C=CC=CC=1)[N:11]=[C:10]2[NH:35][C:36](=[O:53])[C:37]1[CH:42]=[CH:41][C:40]([N:43]2[CH2:48][CH2:47][N:46]([CH3:49])[CH2:45][CH2:44]2)=[CH:39][C:38]=1[N+:50]([O-:52])=[O:51])=[O:6].FC(F)(F)C(O)=O. The catalyst is ClCCl. The product is [F:1][C:2]1[CH:3]=[C:4]([CH:54]=[C:55]([F:57])[CH:56]=1)[C:5]([C:7]1[CH:8]=[C:9]2[C:13](=[CH:14][CH:15]=1)[NH:12][N:11]=[C:10]2[NH:35][C:36](=[O:53])[C:37]1[CH:42]=[CH:41][C:40]([N:43]2[CH2:44][CH2:45][N:46]([CH3:49])[CH2:47][CH2:48]2)=[CH:39][C:38]=1[N+:50]([O-:52])=[O:51])=[O:6]. The yield is 0.780. (5) The reactants are C[O:2][C:3]1[N:4]=[N:5][C:6]([C:31]2[CH:36]=[CH:35][N:34]=[CH:33][CH:32]=2)=[CH:7][C:8]=1[C:9]1[NH:10][C:11]2[C:16]([C:17]=1[C:18]1[CH:23]=[CH:22][CH:21]=[CH:20][CH:19]=1)=[CH:15][CH:14]=[C:13]([CH2:24][N:25]1[CH2:30][CH2:29][CH2:28][CH2:27][CH2:26]1)[CH:12]=2.[OH-].[Na+]. The catalyst is C(O)C. The product is [C:18]1([C:17]2[C:16]3[C:11](=[CH:12][C:13]([CH2:24][N:25]4[CH2:30][CH2:29][CH2:28][CH2:27][CH2:26]4)=[CH:14][CH:15]=3)[NH:10][C:9]=2[C:8]2[C:3](=[O:2])[NH:4][N:5]=[C:6]([C:31]3[CH:36]=[CH:35][N:34]=[CH:33][CH:32]=3)[CH:7]=2)[CH:23]=[CH:22][CH:21]=[CH:20][CH:19]=1. The yield is 0.580. (6) The reactants are C([N:3]([CH2:15][CH3:16])[C:4](=[O:14])[C:5]1[CH:10]=[CH:9][C:8]([O:11][CH3:12])=[CH:7][C:6]=1[CH3:13])C.C([Li])(C)(C)C.CCCCC.[F:27][C:28]1[CH:29]=C([CH:33]=[CH:34][C:35]=1[O:36][CH3:37])C#N. The product is [F:27][C:28]1[CH:29]=[C:16]([C:15]2[N:3]=[C:4]([OH:14])[C:5]3[C:6]([CH:13]=2)=[CH:7][C:8]([O:11][CH3:12])=[CH:9][CH:10]=3)[CH:33]=[CH:34][C:35]=1[O:36][CH3:37]. The yield is 0.690. The catalyst is C1COCC1. (7) The reactants are Br[C:2]1[CH:7]=[CH:6][C:5]([F:8])=[C:4]([N+:9]([O-:11])=[O:10])[CH:3]=1.[Br-].[C:13]([C:15]1[CH:20]=[CH:19][CH:18]=[CH:17][C:16]=1[Zn+])#[N:14].O. The catalyst is O1CCCC1.C1C=CC([P]([Pd]([P](C2C=CC=CC=2)(C2C=CC=CC=2)C2C=CC=CC=2)([P](C2C=CC=CC=2)(C2C=CC=CC=2)C2C=CC=CC=2)[P](C2C=CC=CC=2)(C2C=CC=CC=2)C2C=CC=CC=2)(C2C=CC=CC=2)C2C=CC=CC=2)=CC=1. The product is [F:8][C:5]1[CH:6]=[CH:7][C:2]([C:16]2[C:15]([C:13]#[N:14])=[CH:20][CH:19]=[CH:18][CH:17]=2)=[CH:3][C:4]=1[N+:9]([O-:11])=[O:10]. The yield is 1.00.